Task: Predict the reaction yield, written as a fraction of the theoretical maximum amount of product (1.0 means a 100% yield; for example, 0.34 means a 34% yield).. Dataset: Reaction yield outcomes from USPTO patents with 853,638 reactions (1) The reactants are [Br:1][C:2]1[CH:7]=[CH:6][C:5]([CH2:8]/[C:9](/[NH:12][C:13](=[O:21])[O:14]C2C=CC=CC=2)=[N:10]/O)=[CH:4][C:3]=1[Cl:22]. The catalyst is C1(C)C=CC=CC=1. The product is [Br:1][C:2]1[CH:7]=[CH:6][C:5]([CH2:8][C:9]2[NH:12][C:13](=[O:21])[O:14][N:10]=2)=[CH:4][C:3]=1[Cl:22]. The yield is 0.820. (2) The reactants are [CH:1]1[C:6]2[O:7][C:8]3[C:9]4[C:14]([N:15]=[C:16]5[C:21]=3[CH:20]=[CH:19][CH:18]=[CH:17]5)=[CH:13][CH:12]=[CH:11][C:10]=4[C:5]=2[CH:4]=[CH:3][CH:2]=1.IC.[Cl:24][CH2:25]Cl. The catalyst is CO. The product is [Cl-:24].[CH3:25][N+:15]1[C:14]2[C:9]3=[C:10]([C:5]4[CH:4]=[CH:3][CH:2]=[CH:1][C:6]=4[O:7][C:8]3=[C:21]3[C:16]=1[CH:17]=[CH:18][CH:19]=[CH:20]3)[CH:11]=[CH:12][CH:13]=2. The yield is 0.600. (3) The reactants are [NH2:1][C:2]1[CH:7]=[CH:6][C:5]([CH2:8][N:9]2[CH2:14][CH2:13][CH:12]([NH:15][C:16]3[N:21]=[C:20]([C:22]4[C:30]5[C:25](=[CH:26][CH:27]=[CH:28][CH:29]=5)[NH:24][CH:23]=4)[C:19]([Cl:31])=[CH:18][N:17]=3)[CH2:11][CH2:10]2)=[CH:4][CH:3]=1.CCN(C(C)C)C(C)C.Br[CH2:42]/[CH:43]=[CH:44]/[C:45]([OH:47])=O.CN(C(ON1N=NC2C=CC=NC1=2)=[N+](C)C)C.F[P-](F)(F)(F)(F)F.[CH3:72][NH:73][CH2:74][CH:75]([OH:78])[CH2:76][OH:77]. The catalyst is CN(C=O)C. The product is [Cl:31][C:19]1[C:20]([C:22]2[C:30]3[C:25](=[CH:26][CH:27]=[CH:28][CH:29]=3)[NH:24][CH:23]=2)=[N:21][C:16]([NH:15][CH:12]2[CH2:13][CH2:14][N:9]([CH2:8][C:5]3[CH:6]=[CH:7][C:2]([NH:1][C:45](=[O:47])/[CH:44]=[CH:43]/[CH2:42][N:73]([CH2:74][CH:75]([OH:78])[CH2:76][OH:77])[CH3:72])=[CH:3][CH:4]=3)[CH2:10][CH2:11]2)=[N:17][CH:18]=1. The yield is 0.117. (4) The reactants are [Br:1][C:2]1[C:7]([CH3:8])=[CH:6][C:5]([OH:9])=[CH:4][C:3]=1[CH3:10].[C:11](O)(=[O:14])[C:12]#[CH:13].C1CCC(N=C=NC2CCCCC2)CC1. The catalyst is C(Cl)Cl.CN(C1C=CN=CC=1)C. The product is [C:11]([O:9][C:5]1[CH:6]=[C:7]([CH3:8])[C:2]([Br:1])=[C:3]([CH3:10])[CH:4]=1)(=[O:14])[C:12]#[CH:13]. The yield is 0.510. (5) The reactants are [CH3:1][C@@H:2]1[N:7]([C:8]2[C:9]3[C@H:16]([CH3:17])[CH2:15][CH2:14][C:10]=3[N:11]=[CH:12][N:13]=2)[CH2:6][CH2:5][N:4](C(OC(C)(C)C)=O)[CH2:3]1.[ClH:25]. The catalyst is C(Cl)Cl. The product is [ClH:25].[ClH:25].[CH3:17][C@H:16]1[C:9]2[C:8]([N:7]3[CH2:6][CH2:5][NH:4][CH2:3][C@@H:2]3[CH3:1])=[N:13][CH:12]=[N:11][C:10]=2[CH2:14][CH2:15]1. The yield is 0.990. (6) The reactants are [Br:1][C:2]1[C:3]([CH3:10])=[N:4][C:5]([C:8]#N)=[CH:6][CH:7]=1.[OH-:11].[Na+].[OH2:13]. The catalyst is CO. The product is [Br:1][C:2]1[CH:7]=[CH:6][C:5]([C:8]([OH:13])=[O:11])=[N:4][C:3]=1[CH3:10]. The yield is 0.900. (7) The reactants are [O:1]1[CH2:3][C@@H:2]1[CH2:4][N:5]1[C:11]2[CH:12]=[CH:13][CH:14]=[CH:15][C:10]=2[CH2:9][CH2:8][C:7]2[CH:16]=[CH:17][CH:18]=[CH:19][C:6]1=2.C(O)C.[N-:23]=[N+:24]=[N-:25].[Na+].[Cl-].[NH4+]. The catalyst is O. The product is [N:23]([CH2:3][C@@H:2]([OH:1])[CH2:4][N:5]1[C:11]2[CH:12]=[CH:13][CH:14]=[CH:15][C:10]=2[CH2:9][CH2:8][C:7]2[CH:16]=[CH:17][CH:18]=[CH:19][C:6]1=2)=[N+:24]=[N-:25]. The yield is 0.920. (8) The reactants are [CH3:1][C:2]1[O:6][C:5]([NH2:7])=[N:4][CH:3]=1.Br[C:9]1[C:10](=[O:17])[N:11]([CH3:16])[CH:12]=[C:13]([Br:15])[CH:14]=1.CC1(C)C2C(=C(P(C3C=CC=CC=3)C3C=CC=CC=3)C=CC=2)OC2C(P(C3C=CC=CC=3)C3C=CC=CC=3)=CC=CC1=2.C([O-])([O-])=O.[Cs+].[Cs+]. The catalyst is C1C=CC(/C=C/C(/C=C/C2C=CC=CC=2)=O)=CC=1.C1C=CC(/C=C/C(/C=C/C2C=CC=CC=2)=O)=CC=1.C1C=CC(/C=C/C(/C=C/C2C=CC=CC=2)=O)=CC=1.[Pd].[Pd].O1CCOCC1. The product is [Br:15][C:13]1[CH:14]=[C:9]([NH:7][C:5]2[O:6][C:2]([CH3:1])=[CH:3][N:4]=2)[C:10](=[O:17])[N:11]([CH3:16])[CH:12]=1. The yield is 0.880. (9) The product is [CH2:15]([O:14][C:13]1[C:9]([O:8][CH2:1][C:2]2[CH:3]=[CH:4][CH:5]=[CH:6][CH:7]=2)=[C:10]([C:33]([N:59]([CH2:54][CH3:55])[CH2:58][CH3:57])=[O:35])[N:11]([C:25]2[CH:26]=[CH:27][C:28]([O:31][CH3:32])=[CH:29][CH:30]=2)[C:12]=1[C:22]([N:38]([CH2:39][CH3:41])[CH2:42][CH3:44])=[O:23])[C:16]1[CH:17]=[CH:18][CH:19]=[CH:20][CH:21]=1. The reactants are [CH2:1]([O:8][C:9]1[C:13]([O:14][CH2:15][C:16]2[CH:21]=[CH:20][CH:19]=[CH:18][CH:17]=2)=[C:12]([C:22](O)=[O:23])[N:11]([C:25]2[CH:30]=[CH:29][C:28]([O:31][CH3:32])=[CH:27][CH:26]=2)[C:10]=1[C:33]([OH:35])=O)[C:2]1[CH:7]=[CH:6][CH:5]=[CH:4][CH:3]=1.CC[N:38]([CH:42]([CH3:44])C)[CH:39]([CH3:41])C.CN(C(ON1N=N[C:55]2C=[CH:57][CH:58]=[N:59][C:54]1=2)=[N+](C)C)C.F[P-](F)(F)(F)(F)F.C(NCC)C. The catalyst is CN(C=O)C. The yield is 0.410.